Dataset: Rat liver microsome stability data. Task: Regression/Classification. Given a drug SMILES string, predict its absorption, distribution, metabolism, or excretion properties. Task type varies by dataset: regression for continuous measurements (e.g., permeability, clearance, half-life) or binary classification for categorical outcomes (e.g., BBB penetration, CYP inhibition). Dataset: rlm. (1) The drug is c1ccc(-c2cnc(Nc3cc(CN4CCCC4)ccn3)s2)cc1. The result is 1 (stable in rat liver microsomes). (2) The drug is CCN(CC)N=c1c(O)c(O)c1=Nc1cccc(C(=O)N(C)C)c1O. The result is 0 (unstable in rat liver microsomes). (3) The drug is Cc1nn2c(c1-c1ccccc1Oc1ccccc1)N(Cc1ccccc1O)CCC2. The result is 1 (stable in rat liver microsomes).